This data is from Full USPTO retrosynthesis dataset with 1.9M reactions from patents (1976-2016). The task is: Predict the reactants needed to synthesize the given product. (1) Given the product [CH3:39][O:40][C:41]1[CH:42]=[C:43]([C:2]2[N:7]=[C:6]([O:8][C@@H:9]([C@H:11]3[CH2:15][N:14]([C@@H:16]([C:18]4[CH:19]=[CH:20][C:21]([O:24][CH3:25])=[CH:22][CH:23]=4)[CH3:17])[C:13](=[O:26])[CH2:12]3)[CH3:10])[C:5]3[N:27]([CH2:31][O:32][CH2:33][CH2:34][Si:35]([CH3:38])([CH3:37])[CH3:36])[C:28]([CH3:30])=[N:29][C:4]=3[CH:3]=2)[CH:44]=[CH:45][C:46]=1[O:47][CH3:48], predict the reactants needed to synthesize it. The reactants are: Cl[C:2]1[N:7]=[C:6]([O:8][C@@H:9]([C@H:11]2[CH2:15][N:14]([C@@H:16]([C:18]3[CH:23]=[CH:22][C:21]([O:24][CH3:25])=[CH:20][CH:19]=3)[CH3:17])[C:13](=[O:26])[CH2:12]2)[CH3:10])[C:5]2[N:27]([CH2:31][O:32][CH2:33][CH2:34][Si:35]([CH3:38])([CH3:37])[CH3:36])[C:28]([CH3:30])=[N:29][C:4]=2[CH:3]=1.[CH3:39][O:40][C:41]1[CH:42]=[C:43](B(O)O)[CH:44]=[CH:45][C:46]=1[O:47][CH3:48].C([O-])([O-])=O.[Cs+].[Cs+].C1OCCOC1. (2) Given the product [NH2:8][C@@H:9]([CH2:14][CH2:15][N:16]1[CH:20]=[C:19]([NH:21][C:22]([C:24]2[CH:25]=[N:26][N:27]3[CH:32]=[CH:31][CH:30]=[N:29][C:28]=23)=[O:23])[C:18]([C:33]2[CH:38]=[C:37]([Cl:39])[CH:36]=[CH:35][C:34]=2[O:40][CH:41]([F:43])[F:42])=[N:17]1)[C:10]([O:12][CH3:13])=[O:11], predict the reactants needed to synthesize it. The reactants are: C(OC([NH:8][C@@H:9]([CH2:14][CH2:15][N:16]1[CH:20]=[C:19]([NH:21][C:22]([C:24]2[CH:25]=[N:26][N:27]3[CH:32]=[CH:31][CH:30]=[N:29][C:28]=23)=[O:23])[C:18]([C:33]2[CH:38]=[C:37]([Cl:39])[CH:36]=[CH:35][C:34]=2[O:40][CH:41]([F:43])[F:42])=[N:17]1)[C:10]([O:12][CH3:13])=[O:11])=O)(C)(C)C. (3) Given the product [N:1]1([CH2:6][C:7]([OH:9])=[O:8])[CH2:5][CH2:4][CH2:3][CH2:2]1, predict the reactants needed to synthesize it. The reactants are: [N:1]1([CH2:6][C:7]([O:9]CC)=[O:8])[CH2:5][CH2:4][CH2:3][CH2:2]1. (4) Given the product [CH3:29][C:24]1[N:23]([C:19]2[N:18]=[C:17]([C:12]3[CH:13]=[C:14]([CH2:15][CH3:16])[C:9]([OH:8])=[CH:10][C:11]=3[O:30][CH3:31])[CH:22]=[CH:21][CH:20]=2)[C:27]([CH3:28])=[CH:26][CH:25]=1, predict the reactants needed to synthesize it. The reactants are: C([O:8][C:9]1[C:14]([CH2:15][CH3:16])=[CH:13][C:12]([C:17]2[CH:22]=[CH:21][CH:20]=[C:19]([N:23]3[C:27]([CH3:28])=[CH:26][CH:25]=[C:24]3[CH3:29])[N:18]=2)=[C:11]([O:30][CH3:31])[CH:10]=1)C1C=CC=CC=1.C([O-])=O.[NH4+]. (5) Given the product [Cl:21][C:19]1[CH:20]=[C:15]([CH:16]=[C:17]([Cl:35])[C:18]=1[O:22][C:23]1[CH:24]=[C:25]([CH3:34])[C:26]([OH:32])=[C:27]([CH:29]([CH3:30])[CH3:31])[CH:28]=1)[C:14]([NH:9][CH2:10][C:11]([OH:13])=[O:12])=[O:36], predict the reactants needed to synthesize it. The reactants are: CSC.B(F)(F)F.C[N:9]([C:14](=[O:36])[C:15]1[CH:20]=[C:19]([Cl:21])[C:18]([O:22][C:23]2[CH:28]=[C:27]([CH:29]([CH3:31])[CH3:30])[C:26]([O:32]C)=[C:25]([CH3:34])[CH:24]=2)=[C:17]([Cl:35])[CH:16]=1)[CH2:10][C:11]([OH:13])=[O:12]. (6) Given the product [CH:32]([O:19][C:18](=[O:20])[C@H:7]([CH2:8][C:9]1[CH:10]=[CH:11][C:12]([N+:15]([O-:17])=[O:16])=[CH:13][CH:14]=1)[NH:6][C:4](=[O:5])[C:3]1[C:2]([Cl:1])=[CH:24][CH:23]=[CH:22][C:21]=1[Cl:25])([CH3:33])[CH3:31], predict the reactants needed to synthesize it. The reactants are: [Cl:1][C:2]1[CH:24]=[CH:23][CH:22]=[C:21]([Cl:25])[C:3]=1[C:4]([NH:6][C@H:7]([C:18]([OH:20])=[O:19])[CH2:8][C:9]1[CH:14]=[CH:13][C:12]([N+:15]([O-:17])=[O:16])=[CH:11][CH:10]=1)=[O:5].CS(O)(=O)=O.[CH3:31][CH:32](O)[CH3:33]. (7) Given the product [CH3:8][N:9]1[CH2:15][CH2:14][O:13][C:12]2[CH:16]=[C:17]([O:20][C:21]3[CH:22]=[C:23]([CH:24]=[C:25]([O:27][C@@H:28]([CH3:32])[CH2:29][O:30][CH3:31])[CH:26]=3)[C:33]([NH:35][C:36]3[CH:40]=[CH:39][NH:38][N:37]=3)=[O:34])[CH:18]=[CH:19][C:11]=2[S:10]1(=[O:49])=[O:48], predict the reactants needed to synthesize it. The reactants are: FC(F)(F)C(O)=O.[CH3:8][N:9]1[CH2:15][CH2:14][O:13][C:12]2[CH:16]=[C:17]([O:20][C:21]3[CH:22]=[C:23]([C:33]([NH:35][C:36]4[CH:40]=[CH:39][N:38](C(OC(C)(C)C)=O)[N:37]=4)=[O:34])[CH:24]=[C:25]([O:27][C@@H:28]([CH3:32])[CH2:29][O:30][CH3:31])[CH:26]=3)[CH:18]=[CH:19][C:11]=2[S:10]1(=[O:49])=[O:48].